This data is from Full USPTO retrosynthesis dataset with 1.9M reactions from patents (1976-2016). The task is: Predict the reactants needed to synthesize the given product. (1) Given the product [C:26]([OH:31])(=[O:30])[C:27]([OH:29])=[O:28].[OH:6][NH:5][C:9](=[O:8])[CH2:10][CH2:11][CH2:12][CH2:13][CH2:14][NH:15][S:16]([C:19]1[CH:20]=[N:21][CH:22]=[CH:23][CH:24]=1)(=[O:18])=[O:17], predict the reactants needed to synthesize it. The reactants are: C[O-].[Na+].Cl.[NH2:5][OH:6].C[O:8][C:9](=O)[CH2:10][CH2:11][CH2:12][CH2:13][CH2:14][NH:15][S:16]([C:19]1[CH:20]=[N:21][CH:22]=[CH:23][CH:24]=1)(=[O:18])=[O:17].[C:26]([OH:31])(=[O:30])[C:27]([OH:29])=[O:28]. (2) The reactants are: F[C:2]1[C:7]([C:8]([F:11])([F:10])[F:9])=[CH:6][CH:5]=[CH:4][C:3]=1[CH:12]1[CH2:17][CH2:16][N:15]([CH2:18][CH2:19][CH3:20])[CH2:14][CH2:13]1.[C-:21]#[N:22].[Na+].C1OCCOCCOCCOCCOCCOC1.C(=O)([O-])[O-].[Na+].[Na+]. Given the product [CH2:18]([N:15]1[CH2:16][CH2:17][CH:12]([C:3]2[CH:4]=[CH:5][CH:6]=[C:7]([C:8]([F:11])([F:10])[F:9])[C:2]=2[C:21]#[N:22])[CH2:13][CH2:14]1)[CH2:19][CH3:20], predict the reactants needed to synthesize it.